From a dataset of Reaction yield outcomes from USPTO patents with 853,638 reactions. Predict the reaction yield, written as a fraction of the theoretical maximum amount of product (1.0 means a 100% yield; for example, 0.34 means a 34% yield). (1) The reactants are C([O:8][C:9]1[CH:30]=[C:29]([O:31]CC2C=CC=CC=2)[C:28]([CH:39]([CH3:41])[CH3:40])=[CH:27][C:10]=1[C:11]([NH:13][C:14]1[CH:19]=CC(OC)=[C:16]([N:22]([CH3:26])[CH2:23][CH2:24][CH3:25])[CH:15]=1)=O)C1C=CC=CC=1.COC1C=CC(P2(SP(C3C=CC([O:62][CH3:63])=CC=3)(=S)S2)=S)=CC=1.[NH2:64][NH2:65].C1N=CN(C(N2C=NC=C2)=O)C=1.O1[CH2:83][CH2:82][O:81][CH2:80]C1. The catalyst is C1(C)C=CC=CC=1.C(OCC)(=O)C.O. The product is [OH:62][C:63]1[N:13]([C:14]2[CH:19]=[CH:83][C:82]([O:81][CH3:80])=[C:16]([N:22]([CH3:26])[CH2:23][CH2:24][CH3:25])[CH:15]=2)[C:11]([C:10]2[CH:27]=[C:28]([CH:39]([CH3:40])[CH3:41])[C:29]([OH:31])=[CH:30][C:9]=2[OH:8])=[N:64][N:65]=1. The yield is 0.330. (2) The reactants are C[O:2][C:3]1[CH:12]=[CH:11][CH:10]=[C:9]2[C:4]=1[C:5]([NH:13][C:14]1[CH:15]=[C:16]3[C:20](=[CH:21][CH:22]=1)[N:19]([CH2:23][C:24]1[CH:29]=[CH:28][CH:27]=[CH:26][N:25]=1)[N:18]=[CH:17]3)=[N:6][CH:7]=[N:8]2.Cl.N1C=CC=CC=1. The catalyst is N1C=CC=CC=1. The product is [N:25]1[CH:26]=[CH:27][CH:28]=[CH:29][C:24]=1[CH2:23][N:19]1[C:20]2[C:16](=[CH:15][C:14]([NH:13][C:5]3[C:4]4[C:3]([OH:2])=[CH:12][CH:11]=[CH:10][C:9]=4[N:8]=[CH:7][N:6]=3)=[CH:22][CH:21]=2)[CH:17]=[N:18]1. The yield is 1.00. (3) The reactants are Cl[C:2]1[C:3]([O:8][CH:9]2[CH2:12][N:11]([C:13]3[CH:22]=[CH:21][C:20]4[C:15](=[CH:16][CH:17]=[CH:18][CH:19]=4)[N:14]=3)[CH2:10]2)=[N:4][CH:5]=[CH:6][N:7]=1.C(N(CC)CC)C.[CH2:30]([OH:33])[C:31]#[CH:32]. The catalyst is [Cu]I. The product is [N:14]1[C:15]2[C:20](=[CH:19][CH:18]=[CH:17][CH:16]=2)[CH:21]=[CH:22][C:13]=1[N:11]1[CH2:12][CH:9]([O:8][C:3]2[C:2]([C:32]#[C:31][CH2:30][OH:33])=[N:7][CH:6]=[CH:5][N:4]=2)[CH2:10]1. The yield is 0.610. (4) The reactants are [CH:1]1([C:7]2[C:16]3[C:11](=[CH:12][CH:13]=[CH:14][CH:15]=3)[N:10]=[C:9]([NH:17][C:18]3[CH:26]=[CH:25][C:21]([C:22](O)=[O:23])=[CH:20][CH:19]=3)[N:8]=2)[CH2:6][CH2:5][CH2:4][CH2:3][CH2:2]1.CN(C(ON1N=NC2C=CC=NC1=2)=[N+](C)C)C.F[P-](F)(F)(F)(F)F.CCN(C(C)C)C(C)C.[CH3:60][C:61]1[CH:67]=[CH:66][CH:65]=[C:64]([CH3:68])[C:62]=1[NH2:63]. The catalyst is CN(C)C=O.O. The product is [CH:1]1([C:7]2[C:16]3[C:11](=[CH:12][CH:13]=[CH:14][CH:15]=3)[N:10]=[C:9]([NH:17][C:18]3[CH:19]=[CH:20][C:21]([C:22]([NH:63][C:62]4[C:64]([CH3:68])=[CH:65][CH:66]=[CH:67][C:61]=4[CH3:60])=[O:23])=[CH:25][CH:26]=3)[N:8]=2)[CH2:2][CH2:3][CH2:4][CH2:5][CH2:6]1. The yield is 0.270. (5) The reactants are [C:1]([O:5][C:6]([N:8]1[CH2:13][CH2:12][N:11]([C:14]2[C:19]([C:20]([O:22][CH2:23][CH3:24])=[O:21])=[CH:18][CH:17]=[C:16](Cl)[N:15]=2)[CH2:10][CH2:9]1)=[O:7])([CH3:4])([CH3:3])[CH3:2].[F:26][C:27]1[CH:32]=[C:31](B(O)O)[CH:30]=[CH:29][N:28]=1.C([O-])([O-])=O.[Na+].[Na+]. The catalyst is C1(C)C=CC=CC=1.CCO.CCOC(C)=O. The product is [CH2:23]([O:22][C:20]([C:19]1[CH:18]=[CH:17][C:16]([C:31]2[CH:30]=[CH:29][N:28]=[C:27]([F:26])[CH:32]=2)=[N:15][C:14]=1[N:11]1[CH2:12][CH2:13][N:8]([C:6]([O:5][C:1]([CH3:4])([CH3:3])[CH3:2])=[O:7])[CH2:9][CH2:10]1)=[O:21])[CH3:24]. The yield is 0.660. (6) The reactants are [C:1]([C:3]1[C:11]2[C:6](=[CH:7][C:8]([O:12]C)=[CH:9][CH:10]=2)[N:5]([CH2:14][CH3:15])[C:4]=1[C:16]#[C:17][C:18]1[CH:23]=[CH:22][C:21]([NH:24][C:25]([CH:27]2[CH2:29][CH2:28]2)=[O:26])=[CH:20][CH:19]=1)#[N:2].B(Br)(Br)Br. No catalyst specified. The product is [C:1]([C:3]1[C:11]2[C:6](=[CH:7][C:8]([OH:12])=[CH:9][CH:10]=2)[N:5]([CH2:14][CH3:15])[C:4]=1[C:16]#[C:17][C:18]1[CH:19]=[CH:20][C:21]([NH:24][C:25]([CH:27]2[CH2:28][CH2:29]2)=[O:26])=[CH:22][CH:23]=1)#[N:2]. The yield is 0.540. (7) The catalyst is C(Cl)(Cl)Cl.C(O)(=O)C. The reactants are [CH2:1]([C:15]1[CH:19]=[CH:18][S:17][CH:16]=1)[CH2:2][CH2:3][CH2:4][CH2:5][CH2:6][CH2:7][CH2:8][CH2:9][CH2:10][CH2:11][CH2:12][CH2:13][CH3:14].C1C(=O)N([Br:27])C(=O)C1. The product is [Br:27][C:16]1[S:17][CH:18]=[CH:19][C:15]=1[CH2:1][CH2:2][CH2:3][CH2:4][CH2:5][CH2:6][CH2:7][CH2:8][CH2:9][CH2:10][CH2:11][CH2:12][CH2:13][CH3:14]. The yield is 0.420. (8) The reactants are [Br:1][CH2:2][CH2:3][CH2:4][CH2:5][C:6]1[CH:11]=[CH:10][C:9]([CH2:12][CH2:13][CH2:14][CH3:15])=[CH:8][CH:7]=1.[CH2:16]1[C:25]2[C:20](=[CH:21][CH:22]=[CH:23][CH:24]=2)[CH2:19][CH2:18][NH:17]1. The catalyst is C(#N)C. The product is [Br-:1].[CH2:12]([C:9]1[CH:10]=[CH:11][C:6]([CH2:5][CH2:4][CH2:3][CH2:2][N+:17]2[CH:18]=[CH:19][C:20]3[CH2:21][CH2:22][CH2:23][CH2:24][C:25]=3[CH:16]=2)=[CH:7][CH:8]=1)[CH2:13][CH2:14][CH3:15]. The yield is 0.720. (9) The reactants are [F:1][C:2]1[CH:3]=[C:4]([CH:6]=[CH:7][C:8]=1[O:9][CH3:10])[NH2:5].Cl.[NH2:12]N. The catalyst is O. The product is [F:1][C:2]1[CH:3]=[C:4]([NH:5][NH2:12])[CH:6]=[CH:7][C:8]=1[O:9][CH3:10]. The yield is 0.540. (10) The reactants are [NH:1]1[CH2:6][CH2:5][O:4][CH2:3][CH2:2]1.[CH2:7]([C@@H:9]1[O:11][CH2:10]1)Cl.[K].C(O)(C)(C)C. The catalyst is C(O)(C)(C)C.O1CCCC1. The product is [O:11]1[CH2:10][C@H:9]1[CH2:7][N:1]1[CH2:6][CH2:5][O:4][CH2:3][CH2:2]1. The yield is 0.888.